This data is from Catalyst prediction with 721,799 reactions and 888 catalyst types from USPTO. The task is: Predict which catalyst facilitates the given reaction. Reactant: [F:1][C:2]1[CH:3]=[N:4][CH:5]=[C:6]([F:11])[C:7]=1[C:8]([OH:10])=O.CN(C(ON1N=NC2C=CC=NC1=2)=[N+](C)C)C.F[P-](F)(F)(F)(F)F.C(N(CC)C(C)C)(C)C.[Cl:45][C:46]1[CH:51]=[C:50]([Cl:52])[CH:49]=[CH:48][C:47]=1[CH2:53][N:54]1[CH:58]=[CH:57][C:56]([NH2:59])=[N:55]1. Product: [Cl:45][C:46]1[CH:51]=[C:50]([Cl:52])[CH:49]=[CH:48][C:47]=1[CH2:53][N:54]1[CH:58]=[CH:57][C:56]([NH:59][C:8]([C:7]2[C:6]([F:11])=[CH:5][N:4]=[CH:3][C:2]=2[F:1])=[O:10])=[N:55]1. The catalyst class is: 9.